This data is from NCI-60 drug combinations with 297,098 pairs across 59 cell lines. The task is: Regression. Given two drug SMILES strings and cell line genomic features, predict the synergy score measuring deviation from expected non-interaction effect. (1) Drug 1: CC1C(C(CC(O1)OC2CC(CC3=C2C(=C4C(=C3O)C(=O)C5=C(C4=O)C(=CC=C5)OC)O)(C(=O)CO)O)N)O.Cl. Drug 2: CN(CCCl)CCCl.Cl. Cell line: LOX IMVI. Synergy scores: CSS=25.5, Synergy_ZIP=-5.11, Synergy_Bliss=-2.49, Synergy_Loewe=-0.735, Synergy_HSA=1.23. (2) Drug 1: CCC1(CC2CC(C3=C(CCN(C2)C1)C4=CC=CC=C4N3)(C5=C(C=C6C(=C5)C78CCN9C7C(C=CC9)(C(C(C8N6C)(C(=O)OC)O)OC(=O)C)CC)OC)C(=O)OC)O.OS(=O)(=O)O. Drug 2: B(C(CC(C)C)NC(=O)C(CC1=CC=CC=C1)NC(=O)C2=NC=CN=C2)(O)O. Cell line: MCF7. Synergy scores: CSS=27.4, Synergy_ZIP=-6.02, Synergy_Bliss=-0.0828, Synergy_Loewe=-2.51, Synergy_HSA=-2.98. (3) Drug 1: CC1=C2C(C(=O)C3(C(CC4C(C3C(C(C2(C)C)(CC1OC(=O)C(C(C5=CC=CC=C5)NC(=O)C6=CC=CC=C6)O)O)OC(=O)C7=CC=CC=C7)(CO4)OC(=O)C)O)C)OC(=O)C. Drug 2: CC=C1C(=O)NC(C(=O)OC2CC(=O)NC(C(=O)NC(CSSCCC=C2)C(=O)N1)C(C)C)C(C)C. Cell line: UACC62. Synergy scores: CSS=73.0, Synergy_ZIP=-7.26, Synergy_Bliss=-6.10, Synergy_Loewe=-14.2, Synergy_HSA=-2.97. (4) Drug 1: CC1CCCC2(C(O2)CC(NC(=O)CC(C(C(=O)C(C1O)C)(C)C)O)C(=CC3=CSC(=N3)C)C)C. Drug 2: COCCOC1=C(C=C2C(=C1)C(=NC=N2)NC3=CC=CC(=C3)C#C)OCCOC.Cl. Cell line: NCI-H226. Synergy scores: CSS=30.0, Synergy_ZIP=4.53, Synergy_Bliss=11.1, Synergy_Loewe=-35.9, Synergy_HSA=2.88. (5) Drug 1: CC1C(C(=O)NC(C(=O)N2CCCC2C(=O)N(CC(=O)N(C(C(=O)O1)C(C)C)C)C)C(C)C)NC(=O)C3=C4C(=C(C=C3)C)OC5=C(C(=O)C(=C(C5=N4)C(=O)NC6C(OC(=O)C(N(C(=O)CN(C(=O)C7CCCN7C(=O)C(NC6=O)C(C)C)C)C)C(C)C)C)N)C. Synergy scores: CSS=4.89, Synergy_ZIP=-3.20, Synergy_Bliss=-3.97, Synergy_Loewe=-14.2, Synergy_HSA=-5.57. Drug 2: C1=CN(C=N1)CC(O)(P(=O)(O)O)P(=O)(O)O. Cell line: M14. (6) Drug 1: C1=NC2=C(N1)C(=S)N=C(N2)N. Drug 2: C1=NC(=NC(=O)N1C2C(C(C(O2)CO)O)O)N. Cell line: RXF 393. Synergy scores: CSS=17.9, Synergy_ZIP=-8.26, Synergy_Bliss=-4.79, Synergy_Loewe=-11.0, Synergy_HSA=-2.99. (7) Drug 1: CC1C(C(CC(O1)OC2CC(OC(C2O)C)OC3=CC4=CC5=C(C(=O)C(C(C5)C(C(=O)C(C(C)O)O)OC)OC6CC(C(C(O6)C)O)OC7CC(C(C(O7)C)O)OC8CC(C(C(O8)C)O)(C)O)C(=C4C(=C3C)O)O)O)O. Drug 2: CNC(=O)C1=NC=CC(=C1)OC2=CC=C(C=C2)NC(=O)NC3=CC(=C(C=C3)Cl)C(F)(F)F. Cell line: DU-145. Synergy scores: CSS=28.0, Synergy_ZIP=1.01, Synergy_Bliss=2.61, Synergy_Loewe=-32.7, Synergy_HSA=1.71. (8) Drug 1: C1CN1P(=S)(N2CC2)N3CC3. Drug 2: COCCOC1=C(C=C2C(=C1)C(=NC=N2)NC3=CC=CC(=C3)C#C)OCCOC.Cl. Cell line: KM12. Synergy scores: CSS=4.97, Synergy_ZIP=-6.40, Synergy_Bliss=-4.32, Synergy_Loewe=-8.83, Synergy_HSA=-3.91.